From a dataset of Catalyst prediction with 721,799 reactions and 888 catalyst types from USPTO. Predict which catalyst facilitates the given reaction. (1) Reactant: [P:1]([O-])([O:8][C:9]([CH3:12])([CH3:11])[CH3:10])([O:3][C:4]([CH3:7])([CH3:6])[CH3:5])=[O:2].[K+].Cl. Product: [C:9]([O:8][PH:1](=[O:2])[O:3][C:4]([CH3:7])([CH3:6])[CH3:5])([CH3:12])([CH3:11])[CH3:10]. The catalyst class is: 6. (2) Reactant: [N:1]1[CH:6]=[CH:5][N:4]=[CH:3][C:2]=1[C:7]#[N:8].C[O-].[Na+].[Cl-:12].[NH4+:13]. Product: [ClH:12].[N:1]1[CH:6]=[CH:5][N:4]=[CH:3][C:2]=1[C:7]([NH2:13])=[NH:8]. The catalyst class is: 5. (3) Reactant: [F:1][C:2]1[CH:8]=[CH:7][C:5]([NH2:6])=[CH:4][C:3]=1[OH:9].[CH2:10](Cl)[C:11]1[CH:16]=[CH:15][CH:14]=[CH:13][CH:12]=1. Product: [CH2:10]([O:9][C:3]1[CH:4]=[C:5]([NH2:6])[CH:7]=[CH:8][C:2]=1[F:1])[C:11]1[CH:16]=[CH:15][CH:14]=[CH:13][CH:12]=1. The catalyst class is: 3. (4) The catalyst class is: 9. Product: [F:19][C:20]1[N:21]=[C:22]([N:16]2[C:10]3[CH:9]=[C:8]([C:6]4[CH:5]=[N:4][CH:3]=[C:2]([CH3:1])[N:7]=4)[N:13]=[CH:12][C:11]=3[CH:14]=[N:15]2)[CH:23]=[CH:24][C:25]=1[C:26]([F:29])([F:27])[F:28]. Reactant: [CH3:1][C:2]1[N:7]=[C:6]([C:8]2[N:13]=[CH:12][C:11]3[CH:14]=[N:15][NH:16][C:10]=3[CH:9]=2)[CH:5]=[N:4][CH:3]=1.[H-].[Na+].[F:19][C:20]1[C:25]([C:26]([F:29])([F:28])[F:27])=[CH:24][CH:23]=[C:22](F)[N:21]=1.